This data is from Catalyst prediction with 721,799 reactions and 888 catalyst types from USPTO. The task is: Predict which catalyst facilitates the given reaction. (1) Reactant: [C:1]([O:9]CC)(=O)[C:2]1[CH:7]=[CH:6][CH:5]=[N:4][CH:3]=1.[C:12]([O:21][CH2:22][CH3:23])(=[O:20])[CH2:13][CH2:14][C:15]([O:17][CH2:18][CH3:19])=[O:16].[H-].[Na+]. Product: [N:4]1[CH:5]=[CH:6][CH:7]=[C:2]([C:1]([CH:13]([CH2:14][C:15]([O:17][CH2:18][CH3:19])=[O:16])[C:12]([O:21][CH2:22][CH3:23])=[O:20])=[O:9])[CH:3]=1. The catalyst class is: 28. (2) Reactant: [C:1]([O:5][C:6]([N:8]1[CH2:13][CH2:12][CH:11]([O:14][C:15]2[C:24]3[C:19](=[CH:20][CH:21]=[C:22]([CH:25]=O)[CH:23]=3)[N:18]=[CH:17][CH:16]=2)[CH2:10][CH2:9]1)=[O:7])([CH3:4])([CH3:3])[CH3:2].[NH2:27][C:28]1[S:29][CH2:30][C:31](=[O:33])[N:32]=1.C([O-])(=O)C.[Na+]. Product: [C:1]([O:5][C:6]([N:8]1[CH2:13][CH2:12][CH:11]([O:14][C:15]2[C:24]3[C:19](=[CH:20][CH:21]=[C:22](/[CH:25]=[C:30]4/[C:31](=[O:33])[N:32]=[C:28]([NH2:27])[S:29]/4)[CH:23]=3)[N:18]=[CH:17][CH:16]=2)[CH2:10][CH2:9]1)=[O:7])([CH3:4])([CH3:3])[CH3:2]. The catalyst class is: 15. (3) Reactant: C(O)(C)C.[C:5]([N:12]1CCC(N)C[CH2:13]1)([O:7][C:8]([CH3:11])([CH3:10])[CH3:9])=[O:6].C([N:21]([CH2:24][CH3:25])[CH2:22][CH3:23])C.CO. Product: [C:8]([O:7][C:5](=[O:6])[NH:12][CH:13]1[CH2:23][CH2:22][NH:21][CH2:24][CH2:25]1)([CH3:11])([CH3:10])[CH3:9]. The catalyst class is: 4. (4) Reactant: Br[C:2]1[CH:7]=[CH:6][C:5]([N:8]2[CH:15]([C:16]3[CH:21]=[CH:20][CH:19]=[CH:18][C:17]=3[O:22][CH3:23])[C:14]3[C:13]([C:24]([CH2:27][OH:28])([CH3:26])[CH3:25])=[N:12][NH:11][C:10]=3[C:9]2=[O:29])=[CH:4][CH:3]=1.[S:30]1[CH:34]=[CH:33][C:32](B(O)O)=[CH:31]1.P([O-])([O-])([O-])=O.[K+].[K+].[K+].COCCOC. Product: [OH:28][CH2:27][C:24]([C:13]1[C:14]2[CH:15]([C:16]3[CH:21]=[CH:20][CH:19]=[CH:18][C:17]=3[O:22][CH3:23])[N:8]([C:5]3[CH:4]=[CH:3][C:2]([C:32]4[CH:33]=[CH:34][S:30][CH:31]=4)=[CH:7][CH:6]=3)[C:9](=[O:29])[C:10]=2[NH:11][N:12]=1)([CH3:25])[CH3:26]. The catalyst class is: 6.